Task: Regression/Classification. Given a drug SMILES string, predict its absorption, distribution, metabolism, or excretion properties. Task type varies by dataset: regression for continuous measurements (e.g., permeability, clearance, half-life) or binary classification for categorical outcomes (e.g., BBB penetration, CYP inhibition). Dataset: rlm.. Dataset: Rat liver microsome stability data (1) The molecule is O=C(CC1CCNCC1)N1CCC(NS(=O)(=O)c2cc(S(=O)(=O)c3ccccc3)ccc2C(F)(F)F)CC1. The result is 0 (unstable in rat liver microsomes). (2) The drug is CN(C)c1ccnc2sc(C(N)=O)c(N)c12. The result is 0 (unstable in rat liver microsomes). (3) The result is 0 (unstable in rat liver microsomes). The drug is C=C(C)[C@@H]1CC[C@]2(C(=O)NCCN(C(C)C)C(C)C)CC[C@]3(C)[C@H](CC[C@@H]4[C@@]5(C)CC=C(c6ccc(C(=O)O)cc6)C(C)(C)[C@@H]5CC[C@]43C)[C@@H]12. (4) The compound is COc1ccc(NC(=O)c2cccnc2)cc1S(=O)(=O)Nc1ccc(Br)cc1. The result is 1 (stable in rat liver microsomes).